From a dataset of Peptide-MHC class II binding affinity with 134,281 pairs from IEDB. Regression. Given a peptide amino acid sequence and an MHC pseudo amino acid sequence, predict their binding affinity value. This is MHC class II binding data. (1) The peptide sequence is SDAKTLVLNIKYTRP. The MHC is DRB1_1501 with pseudo-sequence DRB1_1501. The binding affinity (normalized) is 0.279. (2) The peptide sequence is FLIMRNLTNLLSARK. The MHC is DRB1_0101 with pseudo-sequence DRB1_0101. The binding affinity (normalized) is 1.00. (3) The peptide sequence is EYKSDYVYEPFPKEV. The MHC is HLA-DPA10201-DPB10101 with pseudo-sequence HLA-DPA10201-DPB10101. The binding affinity (normalized) is 0.560. (4) The peptide sequence is SAIRAAPEAARSLAS. The MHC is DRB3_0101 with pseudo-sequence DRB3_0101. The binding affinity (normalized) is 0.452. (5) The peptide sequence is LNWITKVIMGAVLIW. The MHC is DRB1_0401 with pseudo-sequence DRB1_0401. The binding affinity (normalized) is 0.